Task: Predict which catalyst facilitates the given reaction.. Dataset: Catalyst prediction with 721,799 reactions and 888 catalyst types from USPTO The catalyst class is: 73. Reactant: Br[C:2]1[CH:7]=[N:6][C:5]2=[C:8]([N:11]3[CH2:16][CH2:15][CH:14]([OH:17])[CH2:13][CH2:12]3)[S:9][N:10]=[C:4]2[CH:3]=1.[CH3:18][O:19][C:20]1[CH:21]=[C:22](B(O)O)[CH:23]=[CH:24][C:25]=1[O:26][CH3:27].C([O-])([O-])=O.[K+].[K+]. Product: [CH3:18][O:19][C:20]1[CH:21]=[C:22]([C:2]2[CH:7]=[N:6][C:5]3=[C:8]([N:11]4[CH2:16][CH2:15][CH:14]([OH:17])[CH2:13][CH2:12]4)[S:9][N:10]=[C:4]3[CH:3]=2)[CH:23]=[CH:24][C:25]=1[O:26][CH3:27].